Dataset: Forward reaction prediction with 1.9M reactions from USPTO patents (1976-2016). Task: Predict the product of the given reaction. (1) Given the reactants [BH4-].[Na+].[CH2:3]([N:10]1[CH2:15][CH2:14][C:13](=[O:16])[C:12]([CH3:18])([CH3:17])[CH2:11]1)[C:4]1[CH:9]=[CH:8][CH:7]=[CH:6][CH:5]=1, predict the reaction product. The product is: [CH2:3]([N:10]1[CH2:15][CH2:14][CH:13]([OH:16])[C:12]([CH3:18])([CH3:17])[CH2:11]1)[C:4]1[CH:5]=[CH:6][CH:7]=[CH:8][CH:9]=1. (2) Given the reactants [NH2:1][C:2]1[CH:3]=[CH:4][C:5]([Br:11])=[C:6]([CH:10]=1)[C:7]([OH:9])=[O:8].[F:12][C:13]1[C:20]([F:21])=[C:19]([C:22]([F:25])([F:24])[F:23])[C:18]([F:26])=[C:17]([F:27])[C:14]=1[CH2:15]Br, predict the reaction product. The product is: [Br:11][C:5]1[CH:4]=[CH:3][C:2]([NH:1][CH2:15][C:14]2[C:17]([F:27])=[C:18]([F:26])[C:19]([C:22]([F:23])([F:25])[F:24])=[C:20]([F:21])[C:13]=2[F:12])=[CH:10][C:6]=1[C:7]([OH:9])=[O:8]. (3) Given the reactants [Cl:1][C:2]1[C:3]([F:26])=[C:4]([C:22]([F:25])=[CH:23][CH:24]=1)[CH2:5][N:6]1[C:18]2[CH:17]=[N:16][C:15]([C:19](O)=[O:20])=[CH:14][C:13]=2[C:12]2[C:7]1=[CH:8][CH:9]=[CH:10][CH:11]=2.Cl.[CH3:28][O:29][NH2:30], predict the reaction product. The product is: [Cl:1][C:2]1[C:3]([F:26])=[C:4]([C:22]([F:25])=[CH:23][CH:24]=1)[CH2:5][N:6]1[C:18]2[CH:17]=[N:16][C:15]([C:19]([NH:30][O:29][CH3:28])=[O:20])=[CH:14][C:13]=2[C:12]2[C:7]1=[CH:8][CH:9]=[CH:10][CH:11]=2. (4) Given the reactants O=P(Cl)(Cl)Cl.[F:6][C:7]1[CH:12]=[CH:11][CH:10]=[CH:9][C:8]=1[CH2:13][C:14](O)=O.O.[NH2:18]N.C[N:21]([CH3:24])C=O, predict the reaction product. The product is: [F:6][C:7]1[CH:12]=[CH:11][CH:10]=[CH:9][C:8]=1[C:13]1[CH:14]=[N:18][NH:21][CH:24]=1. (5) Given the reactants [CH2:1]([O:4][CH2:5][CH:6]([OH:11])[CH2:7][CH2:8][CH:9]=[CH2:10])[CH:2]=[CH2:3].[H-].[Na+].[CH2:14](Br)[C:15]1[CH:20]=[CH:19][CH:18]=[CH:17][CH:16]=1, predict the reaction product. The product is: [CH2:14]([O:11][CH:6]([CH2:7][CH2:8][CH:9]=[CH2:10])[CH2:5][O:4][CH2:1][CH:2]=[CH2:3])[C:15]1[CH:20]=[CH:19][CH:18]=[CH:17][CH:16]=1. (6) The product is: [Cl:12][C:8]1[C:7]([F:13])=[C:6]2[C:11]([C:2]([CH3:20])=[CH:3][C:4]([C:14]3[CH:19]=[CH:18][CH:17]=[CH:16][CH:15]=3)=[N:5]2)=[CH:10][CH:9]=1. Given the reactants Br[C:2]1[C:11]2[C:6](=[C:7]([F:13])[C:8]([Cl:12])=[CH:9][CH:10]=2)[N:5]=[C:4]([C:14]2[CH:19]=[CH:18][CH:17]=[CH:16][CH:15]=2)[CH:3]=1.[CH3:20]B(O)O.C(=O)([O-])[O-].[K+].[K+].O1CCOCC1, predict the reaction product. (7) Given the reactants [CH3:1][C:2]1[O:6][C:5]([C:7]2[CH:8]=[C:9]([CH3:13])[CH:10]=[CH:11][CH:12]=2)=[N:4][C:3]=1[CH2:14][O:15][CH2:16][CH:17]1[CH2:22][CH2:21][CH2:20][CH:19]([NH2:23])[CH2:18]1.C(N(CC)CC)C.[C@@H:31]12[C:38](=[O:39])[O:37][C:35](=[O:36])[C@@H:32]1[CH2:33][CH2:34]2, predict the reaction product. The product is: [CH3:1][C:2]1[O:6][C:5]([C:7]2[CH:8]=[C:9]([CH3:13])[CH:10]=[CH:11][CH:12]=2)=[N:4][C:3]=1[CH2:14][O:15][CH2:16][CH:17]1[CH2:22][CH2:21][CH2:20][CH:19]([NH:23][C:38]([CH:31]2[CH2:34][CH2:33][CH:32]2[C:35]([OH:37])=[O:36])=[O:39])[CH2:18]1.